This data is from Blood-brain barrier permeability classification from the B3DB database. The task is: Regression/Classification. Given a drug SMILES string, predict its absorption, distribution, metabolism, or excretion properties. Task type varies by dataset: regression for continuous measurements (e.g., permeability, clearance, half-life) or binary classification for categorical outcomes (e.g., BBB penetration, CYP inhibition). Dataset: b3db_classification. (1) The compound is COc1ccc(C(C)C)cc1CNC1CCCNC1c1ccccc1. The result is 1 (penetrates BBB). (2) The compound is C=CCN1CCC23c4c5ccc(O)c4OC2C2(OC)C=CC3(CC2C(C)(O)CCC)C1C5. The result is 1 (penetrates BBB). (3) The drug is OC(Br)(Br)CBr. The result is 1 (penetrates BBB). (4) The drug is CCC(CC)(CC(=O)Nc1cccc(/C=C/c2nc(C3CCC3)cs2)c1)C(=O)O. The result is 0 (does not penetrate BBB). (5) The compound is Fc1ccc(C(c2ccc(F)cc2)N2CCN(C/C=C/c3ccccc3)CC2)cc1. The result is 1 (penetrates BBB). (6) The molecule is CCc1c(O)c(=O)ccn1CCO. The result is 0 (does not penetrate BBB).